From a dataset of Full USPTO retrosynthesis dataset with 1.9M reactions from patents (1976-2016). Predict the reactants needed to synthesize the given product. (1) The reactants are: [CH2:1]1[C:5]2([CH2:10][CH2:9][NH:8][CH2:7][CH2:6]2)[CH2:4][CH:3]=[CH:2]1.CCN(CC)CC.Cl[C:19]([O:21][CH2:22][C:23]1[CH:28]=[CH:27][CH:26]=[CH:25][CH:24]=1)=[O:20]. Given the product [CH2:4]1[C:5]2([CH2:10][CH2:9][N:8]([C:19]([O:21][CH2:22][C:23]3[CH:28]=[CH:27][CH:26]=[CH:25][CH:24]=3)=[O:20])[CH2:7][CH2:6]2)[CH2:1][CH:2]=[CH:3]1, predict the reactants needed to synthesize it. (2) Given the product [NH2:1][C:4]1[CH:5]=[C:6]([CH:44]=[C:45]([NH2:47])[CH:46]=1)[C:7]([O:9][CH2:10][CH2:11][CH2:12][CH2:13][CH2:14][CH2:15][O:16][C:17](=[O:43])/[CH:18]=[CH:19]/[C:20]1[CH:25]=[CH:24][C:23]([O:26][C:27](=[O:42])[C:28]2[CH:33]=[CH:32][C:31]([O:34][CH2:35][CH2:36][CH2:37][C:38]([F:39])([F:40])[F:41])=[CH:30][CH:29]=2)=[CH:22][CH:21]=1)=[O:8], predict the reactants needed to synthesize it. The reactants are: [N+:1]([C:4]1[CH:5]=[C:6]([CH:44]=[C:45]([N+:47]([O-])=O)[CH:46]=1)[C:7]([O:9][CH2:10][CH2:11][CH2:12][CH2:13][CH2:14][CH2:15][O:16][C:17](=[O:43])/[CH:18]=[CH:19]/[C:20]1[CH:25]=[CH:24][C:23]([O:26][C:27](=[O:42])[C:28]2[CH:33]=[CH:32][C:31]([O:34][CH2:35][CH2:36][CH2:37][C:38]([F:41])([F:40])[F:39])=[CH:30][CH:29]=2)=[CH:22][CH:21]=1)=[O:8])([O-])=O. (3) Given the product [CH2:1]([C:3]1[N:8]=[C:7]2[N:9]([C:12]3[CH:13]=[CH:14][CH:15]=[CH:16][C:17]=3[F:31])[N:10]=[CH:11][C:6]2=[C:5]([NH2:18])[N:4]=1)[CH3:2], predict the reactants needed to synthesize it. The reactants are: [CH2:1]([C:3]1[N:8]=[C:7]2[N:9]([C:12]3[CH:17]=[CH:16][CH:15]=[CH:14][CH:13]=3)[N:10]=[CH:11][C:6]2=[C:5]([NH2:18])[N:4]=1)[CH3:2].C(C1N=C2NN=CC2=C(N)N=1)C.[F:31]C1C=CC=CC=1I. (4) Given the product [CH:1]([C:4]1[CH:9]=[CH:8][CH:7]=[CH:6][C:5]=1[NH:10][C:11]1[C:16]([NH2:17])=[CH:15][CH:14]=[CH:13][C:12]=1[C:20]1[CH:25]=[CH:24][CH:23]=[CH:22][CH:21]=1)([CH3:3])[CH3:2], predict the reactants needed to synthesize it. The reactants are: [CH:1]([C:4]1[CH:9]=[CH:8][CH:7]=[CH:6][C:5]=1[NH:10][C:11]1[C:12]([C:20]2[CH:25]=[CH:24][CH:23]=[CH:22][CH:21]=2)=[CH:13][CH:14]=[CH:15][C:16]=1[N+:17]([O-])=O)([CH3:3])[CH3:2].